Dataset: Full USPTO retrosynthesis dataset with 1.9M reactions from patents (1976-2016). Task: Predict the reactants needed to synthesize the given product. Given the product [C:12]([O:11][C:9]([NH:16][C:17]1[CH:26]=[CH:25][C:20]([C:21]([O:23][CH3:24])=[O:22])=[CH:19][N:18]=1)=[O:10])([CH3:13])([CH3:14])[CH3:15], predict the reactants needed to synthesize it. The reactants are: [C:9](O[C:9]([O:11][C:12]([CH3:15])([CH3:14])[CH3:13])=[O:10])([O:11][C:12]([CH3:15])([CH3:14])[CH3:13])=[O:10].[NH2:16][C:17]1[CH:26]=[CH:25][C:20]([C:21]([O:23][CH3:24])=[O:22])=[CH:19][N:18]=1.